Dataset: Full USPTO retrosynthesis dataset with 1.9M reactions from patents (1976-2016). Task: Predict the reactants needed to synthesize the given product. (1) Given the product [Cl:1][C:2]1[CH:3]=[CH:4][C:5]2[O:9][CH2:8][CH:7]([NH2:10])[C:6]=2[C:11]=1[F:12].[ClH:44], predict the reactants needed to synthesize it. The reactants are: [Cl:1][C:2]1[CH:3]=[CH:4][C:5]2[O:9][CH2:8][CH:7]([NH2:10])[C:6]=2[C:11]=1[F:12].C1(P(C2C=CC=CC=2)C2C=CC=CC=2)C=CC=CC=1.N(C1C2C(F)=C([Cl:44])C=CC=2OC1)=[N+]=[N-].[O-]S([O-])(=O)=O.[Mg+2]. (2) Given the product [CH3:26][C:22]1[N:21]=[C:20]([C:3]2[C:12]3[C:7](=[CH:8][CH:9]=[CH:10][CH:11]=3)[C:6]([C:13]([OH:15])=[O:14])=[CH:5][CH:4]=2)[CH:25]=[CH:24][CH:23]=1, predict the reactants needed to synthesize it. The reactants are: C[Sn](C)(C)[C:3]1[C:12]2[C:7](=[CH:8][CH:9]=[CH:10][CH:11]=2)[C:6]([C:13]([O:15]C)=[O:14])=[CH:5][CH:4]=1.Br[C:20]1[CH:25]=[CH:24][CH:23]=[C:22]([CH3:26])[N:21]=1. (3) Given the product [CH2:1]([O:8][C:9]1[CH:10]=[C:11]([C:12]([O:14][CH2:15][CH3:16])=[O:13])[CH:17]=[C:18]([O:21][CH:22]([CH3:24])[CH3:23])[C:19]=1[C:37]1[CH:38]=[CH:39][C:34]([F:33])=[CH:35][CH:36]=1)[C:2]1[CH:7]=[CH:6][CH:5]=[CH:4][CH:3]=1, predict the reactants needed to synthesize it. The reactants are: [CH2:1]([O:8][C:9]1[CH:10]=[C:11]([CH:17]=[C:18]([O:21][CH:22]([CH3:24])[CH3:23])[C:19]=1I)[C:12]([O:14][CH2:15][CH3:16])=[O:13])[C:2]1[CH:7]=[CH:6][CH:5]=[CH:4][CH:3]=1.P([O-])([O-])([O-])=O.[K+].[K+].[K+].[F:33][C:34]1[CH:39]=[CH:38][C:37](B(O)O)=[CH:36][CH:35]=1.C1(P(C2CCCCC2)C2CCCCC2)CCCCC1. (4) Given the product [CH3:11][N:10]([CH3:12])[S:7]([N:3]1[CH:4]=[CH:5][N:6]=[C:2]1[N:13]1[CH2:18][CH2:17][O:16][CH2:15][CH2:14]1)(=[O:9])=[O:8], predict the reactants needed to synthesize it. The reactants are: Br[C:2]1[N:3]([S:7]([N:10]([CH3:12])[CH3:11])(=[O:9])=[O:8])[CH:4]=[CH:5][N:6]=1.[NH:13]1[CH2:18][CH2:17][O:16][CH2:15][CH2:14]1. (5) Given the product [CH3:16][O:15][C:9]1[CH:8]=[C:7]([CH:12]=[C:11]([O:13][CH3:14])[CH:10]=1)[O:6][CH2:5][C:4]([OH:17])=[O:3], predict the reactants needed to synthesize it. The reactants are: C([O:3][C:4](=[O:17])[CH2:5][O:6][C:7]1[CH:12]=[C:11]([O:13][CH3:14])[CH:10]=[C:9]([O:15][CH3:16])[CH:8]=1)C.[Li].Cl. (6) Given the product [OH:16][CH2:15][C:3]1([CH2:2][O:1][C:31](=[O:32])[NH:30][CH:24]2[CH2:29][CH2:28][CH2:27][CH2:26][CH2:25]2)[CH2:9][CH2:8][S:7][C:6]2[CH:10]=[CH:11][CH:12]=[CH:13][C:5]=2[C:4]1=[O:14], predict the reactants needed to synthesize it. The reactants are: [OH:1][CH2:2][C:3]1([CH2:15][OH:16])[CH2:9][CH2:8][S:7][C:6]2[CH:10]=[CH:11][CH:12]=[CH:13][C:5]=2[C:4]1=[O:14].C(N(CC)CC)C.[CH:24]1([N:30]=[C:31]=[O:32])[CH2:29][CH2:28][CH2:27][CH2:26][CH2:25]1. (7) Given the product [OH:2][C:3]1[CH:27]=[CH:26][C:6]2[CH2:7][C@@H:8]([CH2:21][C:22]([O:24][CH3:25])=[O:23])[C:9](=[O:20])[N:10]([CH2:12][CH2:13][C:14]3[CH:19]=[CH:18][CH:17]=[CH:16][CH:15]=3)[CH2:11][C:5]=2[CH:4]=1, predict the reactants needed to synthesize it. The reactants are: C[O:2][C:3]1[CH:27]=[CH:26][C:6]2[CH2:7][C@@H:8]([CH2:21][C:22]([O:24][CH3:25])=[O:23])[C:9](=[O:20])[N:10]([CH2:12][CH2:13][C:14]3[CH:19]=[CH:18][CH:17]=[CH:16][CH:15]=3)[CH2:11][C:5]=2[CH:4]=1.B(Br)(Br)Br. (8) The reactants are: [CH3:1][O:2][C:3]([C:5]12[CH2:14][CH:9]3[CH2:10][CH:11]([CH2:13][C:7]([C:15]([NH:17][C@@H:18]([CH2:26][CH:27]4[CH2:32][CH2:31][CH:30]([O:33][C:34]([N:36]([CH3:38])[CH3:37])=[O:35])[CH2:29][CH2:28]4)[C:19]([O:21]C(C)(C)C)=[O:20])=[O:16])([CH2:8]3)[CH2:6]1)[CH2:12]2)=[O:4]. Given the product [CH3:1][O:2][C:3]([C:5]12[CH2:12][CH:11]3[CH2:10][CH:9]([CH2:8][C:7]([C:15]([NH:17][C@@H:18]([CH2:26][CH:27]4[CH2:28][CH2:29][CH:30]([O:33][C:34]([N:36]([CH3:38])[CH3:37])=[O:35])[CH2:31][CH2:32]4)[C:19]([OH:21])=[O:20])=[O:16])([CH2:13]3)[CH2:6]1)[CH2:14]2)=[O:4], predict the reactants needed to synthesize it. (9) Given the product [CH2:17]([C:19]1[CH:24]=[CH:23][C:22]([C:2]2[C:7]([O:8][CH2:9][C:10]([F:13])([F:12])[F:11])=[N:6][CH:5]=[C:4]([CH:3]=2)[C:14]([OH:16])=[O:15])=[CH:21][CH:20]=1)[CH3:18], predict the reactants needed to synthesize it. The reactants are: Br[C:2]1[CH:3]=[C:4]([C:14]([OH:16])=[O:15])[CH:5]=[N:6][C:7]=1[O:8][CH2:9][C:10]([F:13])([F:12])[F:11].[CH2:17]([C:19]1[CH:24]=[CH:23][C:22](B(O)O)=[CH:21][CH:20]=1)[CH3:18].